This data is from Forward reaction prediction with 1.9M reactions from USPTO patents (1976-2016). The task is: Predict the product of the given reaction. (1) Given the reactants CON(C)[C:4]([C@@H:6]1[C@@H:10]([C:11]2[CH:16]=[CH:15][C:14]([Cl:17])=[C:13]([Cl:18])[CH:12]=2)[CH2:9][N:8]([CH2:19][C:20]2[CH:25]=[CH:24][CH:23]=[CH:22][CH:21]=2)[CH2:7]1)=[O:5].[H-].[Al+3].[Li+].[H-].[H-].[H-], predict the reaction product. The product is: [CH2:19]([N:8]1[CH2:9][C@H:10]([C:11]2[CH:16]=[CH:15][C:14]([Cl:17])=[C:13]([Cl:18])[CH:12]=2)[C@@H:6]([CH:4]=[O:5])[CH2:7]1)[C:20]1[CH:21]=[CH:22][CH:23]=[CH:24][CH:25]=1. (2) Given the reactants [CH2:1]([N:4]1[C:13](=[O:14])[C:12]2[NH:11][CH:10]=[N:9][C:8]=2[N:7]([CH2:15][C:16]2[CH:21]=[CH:20][CH:19]=[CH:18][CH:17]=2)[C:5]1=[O:6])[CH2:2][CH3:3].CC(O[Na])=O.[Br:27]Br, predict the reaction product. The product is: [CH2:1]([N:4]1[C:13](=[O:14])[C:12]2[NH:11][C:10]([Br:27])=[N:9][C:8]=2[N:7]([CH2:15][C:16]2[CH:21]=[CH:20][CH:19]=[CH:18][CH:17]=2)[C:5]1=[O:6])[CH2:2][CH3:3]. (3) The product is: [S:1]1[C:5]2[CH:6]=[CH:7][CH:8]=[CH:9][C:4]=2[C:3]([C:14]2[N:19]=[C:18]([NH2:20])[N:17]=[C:16]([NH:21][CH3:22])[CH:15]=2)=[CH:2]1. Given the reactants [S:1]1[C:5]2[CH:6]=[CH:7][CH:8]=[CH:9][C:4]=2[C:3](B(O)O)=[CH:2]1.Cl[C:14]1[N:19]=[C:18]([NH2:20])[N:17]=[C:16]([NH:21][CH3:22])[CH:15]=1, predict the reaction product. (4) Given the reactants [BH4-].[Na+].[CH2:3]([C:5]1[CH:10]=[CH:9][CH:8]=[C:7]([CH2:11][CH3:12])[C:6]=1[C:13]1[S:14][C:15]([CH:19]=[O:20])=[C:16]([CH3:18])[N:17]=1)[CH3:4], predict the reaction product. The product is: [CH2:3]([C:5]1[CH:10]=[CH:9][CH:8]=[C:7]([CH2:11][CH3:12])[C:6]=1[C:13]1[S:14][C:15]([CH2:19][OH:20])=[C:16]([CH3:18])[N:17]=1)[CH3:4]. (5) Given the reactants [O:1]=[C:2]1[NH:6][CH2:5][CH2:4][N:3]1[CH2:7][CH2:8][O:9][C:10]1[CH:18]=[CH:17][CH:16]=[CH:15][C:11]=1[CH:12]=[N:13][OH:14].[O-]Cl.[Na+], predict the reaction product. The product is: [O:1]=[C:2]1[NH:6][CH2:5][CH2:4][N:3]1[CH2:7][CH2:8][O:9][C:10]1[CH:18]=[CH:17][CH:16]=[CH:15][C:11]=1[C:12]#[N+:13][O-:14]. (6) Given the reactants [CH3:1][N:2]([CH3:17])[C:3](=O)[CH2:4][O:5][C:6]1[CH:15]=[CH:14][C:9]([C:10](OC)=[O:11])=[CH:8][CH:7]=1.[H-].[H-].[H-].[H-].[Li+].[Al+3].S([O-])([O-])(=O)=O.[Na+].[Na+].[H][H], predict the reaction product. The product is: [CH3:1][N:2]([CH3:17])[CH2:3][CH2:4][O:5][C:6]1[CH:7]=[CH:8][C:9]([CH2:10][OH:11])=[CH:14][CH:15]=1.